Dataset: Forward reaction prediction with 1.9M reactions from USPTO patents (1976-2016). Task: Predict the product of the given reaction. (1) Given the reactants Cl.[NH2:2][OH:3].C(=O)([O-])[O-].[Na+].[Na+].[N+:10]([C:13]1[CH:20]=[CH:19][C:16]([C:17]#[N:18])=[CH:15][CH:14]=1)([O-:12])=[O:11], predict the reaction product. The product is: [OH:3][NH:2][C:17](=[NH:18])[C:16]1[CH:15]=[CH:14][C:13]([N+:10]([O-:12])=[O:11])=[CH:20][CH:19]=1. (2) Given the reactants C([N-]C(C)C)(C)C.[Li+].[O:9]=[C:10]1[CH2:15][CH2:14][N:13]([C:16]([O:18][C:19]([CH3:22])([CH3:21])[CH3:20])=[O:17])[CH2:12][CH2:11]1.C1C=CC(N([S:30]([C:33]([F:36])([F:35])[F:34])(=[O:32])=[O:31])[S:30]([C:33]([F:36])([F:35])[F:34])(=[O:32])=[O:31])=CC=1, predict the reaction product. The product is: [F:34][C:33]([F:36])([F:35])[S:30]([O:9][C:10]1[CH2:11][CH2:12][N:13]([C:16]([O:18][C:19]([CH3:22])([CH3:21])[CH3:20])=[O:17])[CH2:14][CH:15]=1)(=[O:32])=[O:31].